This data is from Catalyst prediction with 721,799 reactions and 888 catalyst types from USPTO. The task is: Predict which catalyst facilitates the given reaction. (1) Reactant: [C:1]1([S:7]([N:10]2[C:18]3[CH:17]=[CH:16][N:15]=[C:14]([Br:19])[C:13]=3[CH:12]=[CH:11]2)(=[O:9])=[O:8])[CH:6]=[CH:5][CH:4]=[CH:3][CH:2]=1.[CH:20]([N-]C(C)C)(C)C.[Li+].CI. Product: [C:1]1([S:7]([N:10]2[C:18]3[CH:17]=[CH:16][N:15]=[C:14]([Br:19])[C:13]=3[CH:12]=[C:11]2[CH3:20])(=[O:9])=[O:8])[CH:2]=[CH:3][CH:4]=[CH:5][CH:6]=1. The catalyst class is: 1. (2) Reactant: [NH2:1][CH:2]([C:4]1[N:9]=[N:8][C:7]([NH:10][C:11]2[CH:16]=[C:15]([O:17][CH3:18])[C:14]([O:19][CH3:20])=[C:13]([O:21][CH3:22])[CH:12]=2)=[N:6][CH:5]=1)[CH3:3].C(N(CC)CC)C.[C:30]([C:32]1[CH:33]=[C:34]([CH:38]=[CH:39][CH:40]=1)[C:35](Cl)=[O:36])#[N:31]. Product: [C:30]([C:32]1[CH:33]=[C:34]([CH:38]=[CH:39][CH:40]=1)[C:35]([NH:1][CH:2]([C:4]1[N:9]=[N:8][C:7]([NH:10][C:11]2[CH:12]=[C:13]([O:21][CH3:22])[C:14]([O:19][CH3:20])=[C:15]([O:17][CH3:18])[CH:16]=2)=[N:6][CH:5]=1)[CH3:3])=[O:36])#[N:31]. The catalyst class is: 4. (3) Reactant: [N:1]1[CH:6]=[CH:5][CH:4]=[C:3](B(O)O)[CH:2]=1.[CH3:10][C:11]1[CH:16]=[CH:15][C:14]([N+:17]([O-:19])=[O:18])=[CH:13][C:12]=1[OH:20].N1C=CC=CC=1.O. Product: [CH3:10][C:11]1[CH:16]=[CH:15][C:14]([N+:17]([O-:19])=[O:18])=[CH:13][C:12]=1[O:20][C:3]1[CH:2]=[N:1][CH:6]=[CH:5][CH:4]=1. The catalyst class is: 302. (4) Reactant: [CH2:1]([N:8]1[C:12]([CH:13]=O)=[CH:11][C:10]([O:15][CH:16]([CH3:18])[CH3:17])=[N:9]1)[C:2]1[CH:7]=[CH:6][CH:5]=[CH:4][CH:3]=1.C(OP([CH2:27][C:28]([O:30][CH2:31][CH3:32])=[O:29])(OCC)=O)C.[H-].[Na+].O. Product: [CH2:1]([N:8]1[C:12](/[CH:13]=[CH:27]/[C:28]([O:30][CH2:31][CH3:32])=[O:29])=[CH:11][C:10]([O:15][CH:16]([CH3:18])[CH3:17])=[N:9]1)[C:2]1[CH:7]=[CH:6][CH:5]=[CH:4][CH:3]=1. The catalyst class is: 213. (5) Reactant: [Cl:1][C:2]1[S:6][C:5]([C:7]2[O:11][N:10]=[C:9]([CH2:12][N:13]3[C:17]4=[N:18][CH:19]=[CH:20][CH:21]=[C:16]4[CH:15]=[C:14]3[C:22](O)=[O:23])[CH:8]=2)=[CH:4][CH:3]=1.[B-](F)(F)(F)F.CCOC(C(C#N)=NOC(N(C)C)=[N+](C)C)=O.Cl.Cl.[CH:49]([N:52]1[CH2:57][CH2:56][CH:55]([NH2:58])[CH2:54][CH2:53]1)([CH3:51])[CH3:50]. Product: [CH:49]([N:52]1[CH2:57][CH2:56][CH:55]([NH:58][C:22]([C:14]2[N:13]([CH2:12][C:9]3[CH:8]=[C:7]([C:5]4[S:6][C:2]([Cl:1])=[CH:3][CH:4]=4)[O:11][N:10]=3)[C:17]3=[N:18][CH:19]=[CH:20][CH:21]=[C:16]3[CH:15]=2)=[O:23])[CH2:54][CH2:53]1)([CH3:51])[CH3:50]. The catalyst class is: 3. (6) Reactant: [O:1]1[C:8]2[CH:7]=[C:6]([C:9]([OH:11])=[O:10])[NH:5][C:4]=2[CH:3]=[CH:2]1.Br[CH:13]1[C:21]2[C:16](=[CH:17][CH:18]=[CH:19][CH:20]=2)[C:15](=[O:22])[O:14]1.CCN(CC)CC. Product: [O:1]1[C:8]2[CH:7]=[C:6]([C:9]([O:11][CH:13]3[C:21]4[C:16](=[CH:17][CH:18]=[CH:19][CH:20]=4)[C:15](=[O:22])[O:14]3)=[O:10])[NH:5][C:4]=2[CH:3]=[CH:2]1. The catalyst class is: 18. (7) Reactant: [S:1]([N:11]1[C:19]2[CH:18]=[CH:17][CH:16]=[C:15]([C:20]#[N:21])[C:14]=2[CH:13]=[CH:12]1)([C:4]1[CH:10]=[CH:9][C:7]([CH3:8])=[CH:6][CH:5]=1)(=[O:3])=[O:2].N. Product: [S:1]([N:11]1[C:19]2[C:14](=[C:15]([CH2:20][NH2:21])[CH:16]=[CH:17][CH:18]=2)[CH:13]=[CH:12]1)([C:4]1[CH:5]=[CH:6][C:7]([CH3:8])=[CH:9][CH:10]=1)(=[O:2])=[O:3]. The catalyst class is: 94.